This data is from Full USPTO retrosynthesis dataset with 1.9M reactions from patents (1976-2016). The task is: Predict the reactants needed to synthesize the given product. (1) Given the product [NH2:19][C:17](=[S:29])[C@@H:9]([NH:8][C:6](=[O:7])[O:5][C:1]([CH3:4])([CH3:3])[CH3:2])[CH2:10][C:11]1[CH:16]=[CH:15][CH:14]=[CH:13][CH:12]=1, predict the reactants needed to synthesize it. The reactants are: [C:1]([O:5][C:6]([NH:8][C@H:9]([C:17]([NH2:19])=O)[CH2:10][C:11]1[CH:16]=[CH:15][CH:14]=[CH:13][CH:12]=1)=[O:7])([CH3:4])([CH3:3])[CH3:2].COC1C=CC(P2(=S)SP(C3C=CC(OC)=CC=3)(=S)[S:29]2)=CC=1. (2) Given the product [CH2:29]([O:30][C:21](=[O:23])[C@H:20]([CH3:19])[NH:18][C:9]1[C:10]([CH3:17])=[CH:11][C:12]([CH3:16])=[CH:13][C:14]=1[CH3:15])[CH3:25], predict the reactants needed to synthesize it. The reactants are: C(OC([C@H]1[C@H]([C:9]2[C:14]([CH3:15])=[CH:13][C:12]([CH3:16])=[CH:11][C:10]=2[CH3:17])N1)=O)C.[NH:18]1[CH2:20][CH2:19]1.[C:21](O)(=[O:23])C.[CH:25](Cl)(Cl)Cl.[CH3:29][OH:30]. (3) Given the product [CH2:25]([N:16]1[C:17]2[C:22](=[CH:21][CH:20]=[CH:19][CH:18]=2)[C:23]([OH:24])=[C:14]([C:8]2[NH:7][C:6]3[S:5][CH:4]=[C:3]([CH2:2][NH:1][C:41](=[O:42])[CH2:40][OH:43])[C:11]=3[S:10](=[O:13])(=[O:12])[N:9]=2)[C:15]1=[O:32])[C:26]1[CH:31]=[CH:30][CH:29]=[CH:28][CH:27]=1, predict the reactants needed to synthesize it. The reactants are: [NH2:1][CH2:2][C:3]1[C:11]2[S:10](=[O:13])(=[O:12])[N:9]=[C:8]([C:14]3[C:15](=[O:32])[N:16]([CH2:25][C:26]4[CH:31]=[CH:30][CH:29]=[CH:28][CH:27]=4)[C:17]4[C:22]([C:23]=3[OH:24])=[CH:21][CH:20]=[CH:19][CH:18]=4)[NH:7][C:6]=2[S:5][CH:4]=1.C(N(CC)CC)C.[C:40](O)(=[O:43])[CH2:41][OH:42].Cl.CN(C)CCCN=C=NCC. (4) The reactants are: [Br:1][C:2]1[C:3](F)=[C:4]2[C:10]([NH:11][C:12](=[O:14])[CH3:13])=[CH:9][NH:8][C:5]2=[N:6][CH:7]=1.CCN(C(C)C)C(C)C.[NH:25]1[CH2:29][CH2:28][C@H:27]([NH:30][C:31](=[O:37])[O:32][C:33]([CH3:36])([CH3:35])[CH3:34])[CH2:26]1. Given the product [C:12]([NH:11][C:10]1[C:4]2[C:5](=[N:6][CH:7]=[C:2]([Br:1])[C:3]=2[N:25]2[CH2:29][CH2:28][C@H:27]([NH:30][C:31](=[O:37])[O:32][C:33]([CH3:35])([CH3:34])[CH3:36])[CH2:26]2)[NH:8][CH:9]=1)(=[O:14])[CH3:13], predict the reactants needed to synthesize it. (5) The reactants are: [CH3:1][O:2][C:3]1[CH:4]=[C:5]2[C:10](=[CH:11][C:12]=1[O:13][CH3:14])[N:9]=[CH:8][N:7]=[C:6]2[O:15][C:16]1[CH:22]=[CH:21][C:19]([NH2:20])=[CH:18][CH:17]=1.[C:23]1([CH3:29])[CH:28]=[CH:27][CH:26]=[CH:25][CH:24]=1.C(N(CC)CC)C.Cl[C:38](Cl)([O:40][C:41](=[O:47])OC(Cl)(Cl)Cl)Cl.CC1C=CC(CO)=CC=1. Given the product [CH3:1][O:2][C:3]1[CH:4]=[C:5]2[C:10](=[CH:11][C:12]=1[O:13][CH3:14])[N:9]=[CH:8][N:7]=[C:6]2[O:15][C:16]1[CH:22]=[CH:21][C:19]([NH:20][C:41](=[O:47])[O:40][CH2:38][C:26]2[CH:27]=[CH:28][C:23]([CH3:29])=[CH:24][CH:25]=2)=[CH:18][CH:17]=1, predict the reactants needed to synthesize it. (6) Given the product [CH3:1][CH2:2][CH2:3][C@H:4]([NH:10][C@H:11]([C:13]([N:15]1[C@H:23]([C:24]([OH:26])=[O:25])[CH2:22][C@H:21]2[C@@H:16]1[CH2:17][CH2:18][CH2:19][CH2:20]2)=[O:14])[CH3:12])[C:5]([O:7][CH2:8][CH3:9])=[O:6].[CH3:22][C:23]([NH2:15])([CH3:24])[CH3:34], predict the reactants needed to synthesize it. The reactants are: [CH3:1][CH2:2][CH2:3][C@H:4]([NH:10][C@H:11]([C:13]([N:15]1[C@@H:23]([C:24]([O:26]CC2C=CC=CC=2)=[O:25])[CH2:22][C@H:21]2[C@@H:16]1[CH2:17][CH2:18][CH2:19][CH2:20]2)=[O:14])[CH3:12])[C:5]([O:7][CH2:8][CH3:9])=[O:6].[CH2:34](O)C.